Dataset: Catalyst prediction with 721,799 reactions and 888 catalyst types from USPTO. Task: Predict which catalyst facilitates the given reaction. Reactant: Cl.NO.C([N:7](CC)C(C)C)(C)C.[Br:13][C:14]1[C:15]([NH:20][C:21]([NH:23]C(OCC)=O)=S)=[N:16][CH:17]=[CH:18][CH:19]=1. Product: [Br:13][C:14]1[C:15]2[N:16]([N:7]=[C:21]([NH2:23])[N:20]=2)[CH:17]=[CH:18][CH:19]=1. The catalyst class is: 645.